This data is from Forward reaction prediction with 1.9M reactions from USPTO patents (1976-2016). The task is: Predict the product of the given reaction. (1) Given the reactants [Cl:1][C:2]1[CH:3]=[C:4]([C:26](=[O:28])[CH3:27])[CH:5]=[CH:6][C:7]=1[N:8]1[C:13]2=[N:14][C:15]3[C:20]([Cl:21])=[CH:19][CH:18]=[C:17]([CH:22]([OH:25])[CH2:23][CH3:24])[C:16]=3[N:12]2[CH2:11][CH2:10][CH2:9]1.[O:29]1CC[CH2:31][CH2:30]1.C(OC(=O)C)(=O)C, predict the reaction product. The product is: [C:30]([O:25][CH:22]([C:17]1[C:16]2[N:12]3[CH2:11][CH2:10][CH2:9][N:8]([C:7]4[CH:6]=[CH:5][C:4]([C:26](=[O:28])[CH3:27])=[CH:3][C:2]=4[Cl:1])[C:13]3=[N:14][C:15]=2[C:20]([Cl:21])=[CH:19][CH:18]=1)[CH2:23][CH3:24])(=[O:29])[CH3:31]. (2) Given the reactants [Cl:1][C:2]1[CH:10]=[CH:9][CH:8]=[CH:7][C:3]=1[C:4](O)=[O:5].S(Cl)([Cl:13])=O, predict the reaction product. The product is: [Cl:1][C:2]1[CH:10]=[CH:9][CH:8]=[CH:7][C:3]=1[C:4]([Cl:13])=[O:5]. (3) Given the reactants Br[CH2:2][CH2:3][CH2:4][OH:5].C([O-])(O)=O.[Na+].[C:11]([N:14]1[CH2:19][CH2:18][NH:17][CH2:16][CH2:15]1)(=[O:13])[CH3:12], predict the reaction product. The product is: [C:11]([N:14]1[CH2:19][CH2:18][N:17]([CH2:2][CH2:3][CH2:4][OH:5])[CH2:16][CH2:15]1)(=[O:13])[CH3:12]. (4) Given the reactants C[N:2]1CCOCC1.ClC(OCC(C)C)=O.[C:16]([O:20][C:21]([N:23]1[CH2:27][CH2:26][CH2:25][C@@H:24]1[C:28]([OH:30])=O)=[O:22])([CH3:19])([CH3:18])[CH3:17].[OH-].[NH4+], predict the reaction product. The product is: [C:16]([O:20][C:21]([N:23]1[CH2:27][CH2:26][CH2:25][C@@H:24]1[C:28](=[O:30])[NH2:2])=[O:22])([CH3:19])([CH3:18])[CH3:17]. (5) Given the reactants [F:1][C:2]([F:33])([F:32])[C:3]1([CH2:7][N:8]2[CH2:13][CH2:12][CH:11]([CH2:14][O:15][C:16]3[N:21]=[CH:20][C:19]([C:22]4[CH:31]=[CH:30][C:25]([C:26]([O:28]C)=[O:27])=[CH:24][CH:23]=4)=[CH:18][N:17]=3)[CH2:10][CH2:9]2)[CH2:6][CH2:5][CH2:4]1.O[Li].O, predict the reaction product. The product is: [F:33][C:2]([F:1])([F:32])[C:3]1([CH2:7][N:8]2[CH2:13][CH2:12][CH:11]([CH2:14][O:15][C:16]3[N:17]=[CH:18][C:19]([C:22]4[CH:31]=[CH:30][C:25]([C:26]([OH:28])=[O:27])=[CH:24][CH:23]=4)=[CH:20][N:21]=3)[CH2:10][CH2:9]2)[CH2:6][CH2:5][CH2:4]1.